Dataset: Full USPTO retrosynthesis dataset with 1.9M reactions from patents (1976-2016). Task: Predict the reactants needed to synthesize the given product. (1) Given the product [Br:12][C:13]1[CH:14]=[C:15]2[C:20]([C:19]([CH3:24])([CH3:23])[CH2:18][CH:17]=[CH:16]2)=[CH:21][CH:22]=1, predict the reactants needed to synthesize it. The reactants are: C(OC(=O)C)(=O)C.C(O)(=O)C.[Br:12][C:13]1[CH:14]=[C:15]2[C:20](=[CH:21][CH:22]=1)[C:19]([CH3:24])([CH3:23])[CH2:18][CH2:17][CH2:16]2. (2) Given the product [I:1][C:2]1[S:19][C:5]2[N:6]([C:32]([C:33]3[CH:38]=[CH:37][CH:36]=[CH:35][CH:34]=3)([C:45]3[CH:46]=[CH:47][CH:48]=[CH:49][CH:50]=3)[C:39]3[CH:40]=[CH:41][CH:42]=[CH:43][CH:44]=3)[N:7]=[C:8]([C:9]3[CH:18]=[CH:17][C:16]4[C:11](=[CH:12][CH:13]=[CH:14][CH:15]=4)[CH:10]=3)[C:4]=2[CH:3]=1, predict the reactants needed to synthesize it. The reactants are: [I:1][C:2]1[S:19][C:5]2[NH:6][N:7]=[C:8]([C:9]3[CH:18]=[CH:17][C:16]4[C:11](=[CH:12][CH:13]=[CH:14][CH:15]=4)[CH:10]=3)[C:4]=2[CH:3]=1.N1C2SC(C#N)=CC=2C=N1.[H-].[Na+].[C:32](Cl)([C:45]1[CH:50]=[CH:49][CH:48]=[CH:47][CH:46]=1)([C:39]1[CH:44]=[CH:43][CH:42]=[CH:41][CH:40]=1)[C:33]1[CH:38]=[CH:37][CH:36]=[CH:35][CH:34]=1. (3) Given the product [CH2:16]([O:23][C:7]1[C:2]([F:1])=[C:3]([CH2:12][C:13](=[O:15])[CH3:14])[C:4]([N+:9]([O-:11])=[O:10])=[CH:5][CH:6]=1)[C:17]1[CH:22]=[CH:21][CH:20]=[CH:19][CH:18]=1, predict the reactants needed to synthesize it. The reactants are: [F:1][C:2]1[C:7](F)=[CH:6][CH:5]=[C:4]([N+:9]([O-:11])=[O:10])[C:3]=1[CH2:12][C:13](=[O:15])[CH3:14].[CH2:16]([OH:23])[C:17]1[CH:22]=[CH:21][CH:20]=[CH:19][CH:18]=1.Cl. (4) Given the product [C:34]1([NH:40][C:41]([NH:24][CH:22]2[CH2:23][CH:21]2[C:18]2[CH:19]=[CH:20][C:15]([C:12]3[N:13]=[CH:14][N:10]([C:7]4[CH:6]=[CH:5][C:4]([O:3][C:2]([F:1])([F:25])[F:26])=[CH:9][CH:8]=4)[N:11]=3)=[CH:16][CH:17]=2)=[S:42])[CH:39]=[CH:38][CH:37]=[CH:36][CH:35]=1, predict the reactants needed to synthesize it. The reactants are: [F:1][C:2]([F:26])([F:25])[O:3][C:4]1[CH:9]=[CH:8][C:7]([N:10]2[CH:14]=[N:13][C:12]([C:15]3[CH:20]=[CH:19][C:18]([CH:21]4[CH2:23][CH:22]4[NH2:24])=[CH:17][CH:16]=3)=[N:11]2)=[CH:6][CH:5]=1.CCN(CC)CC.[C:34]1([N:40]=[C:41]=[S:42])[CH:39]=[CH:38][CH:37]=[CH:36][CH:35]=1. (5) The reactants are: C([O:8][N:9]1[C:18]2[C:13](=[CH:14][CH:15]=[CH:16][N:17]=2)[C:12]([OH:19])=[C:11]([C:20]([O:22][CH2:23][CH3:24])=[O:21])[C:10]1=[O:25])C1C=CC=CC=1. Given the product [OH:8][N:9]1[C:18]2[C:13](=[CH:14][CH:15]=[CH:16][N:17]=2)[C:12]([OH:19])=[C:11]([C:20]([O:22][CH2:23][CH3:24])=[O:21])[C:10]1=[O:25], predict the reactants needed to synthesize it. (6) Given the product [C:5]([C@:24]1([OH:28])[CH2:23][CH2:22][C@H:21]2[C@H:20]3[C@H:11]([C@@H:10]([F:9])[CH2:27][C@:25]12[CH3:26])[C@@H:12]1[C:17](=[CH:16][C:15](=[O:30])[CH2:14][CH2:13]1)[CH2:18][C@H:19]3[CH3:29])#[CH:6], predict the reactants needed to synthesize it. The reactants are: [Cl-].[Ce+3].[Cl-].[Cl-].[C:5]([Mg]Br)#[CH:6].[F:9][C@H:10]1[CH2:27][C@@:25]2([CH3:26])[C@@H:21]([CH2:22][CH2:23][C:24]2=[O:28])[C@H:20]2[C@H:11]1[C@@H:12]1[C:17](=[CH:18][C@H:19]2[CH3:29])[CH:16]=[C:15]([O:30]C)[CH2:14][CH2:13]1.[Cl-].[NH4+]. (7) Given the product [OH:27][CH2:26][CH:24]1[O:23][C:10]2([CH2:11][CH2:12][N:13]([C:16]([O:18][C:19]([CH3:21])([CH3:20])[CH3:22])=[O:17])[CH2:14][CH2:15]2)[CH2:9][NH:8][CH2:25]1, predict the reactants needed to synthesize it. The reactants are: C([N:8]1[CH2:25][CH:24]([CH2:26][OH:27])[O:23][C:10]2([CH2:15][CH2:14][N:13]([C:16]([O:18][C:19]([CH3:22])([CH3:21])[CH3:20])=[O:17])[CH2:12][CH2:11]2)[CH2:9]1)C1C=CC=CC=1.C([O-])=O.[NH4+]. (8) Given the product [CH3:1][S:2]([C:5]1[CH:6]=[CH:7][C:8]([C:11]2[N:15]=[C:14]([NH2:16])[S:13][N:12]=2)=[CH:9][CH:10]=1)(=[O:3])=[O:4], predict the reactants needed to synthesize it. The reactants are: [CH3:1][S:2]([C:5]1[CH:10]=[CH:9][C:8]([C:11]2[N:15]=[C:14]([NH:16]C(=O)OC(C)(C)C)[S:13][N:12]=2)=[CH:7][CH:6]=1)(=[O:4])=[O:3].C1(OC)C=CC=CC=1.C(O)(C(F)(F)F)=O.